Dataset: Forward reaction prediction with 1.9M reactions from USPTO patents (1976-2016). Task: Predict the product of the given reaction. (1) Given the reactants ON1C2C=CC=CC=2N=N1.Cl.[CH2:12]([O:14][C:15](=[O:19])[CH2:16][CH2:17][NH2:18])[CH3:13].C(N(CC)C(C)C)(C)C.F[P-](F)(F)(F)(F)F.N1(OC(N(C)C)=[N+](C)C)C2N=CC=CC=2N=N1.[O:53]=[C:54]1[C:59]([C:60](O)=[O:61])=[CH:58][C:57]([C:63]2[CH:68]=[CH:67][N:66]=[CH:65][CH:64]=2)=[N:56][NH:55]1, predict the reaction product. The product is: [O:53]=[C:54]1[C:59]([C:60]([NH:18][CH2:17][CH2:16][C:15]([O:14][CH2:12][CH3:13])=[O:19])=[O:61])=[CH:58][C:57]([C:63]2[CH:68]=[CH:67][N:66]=[CH:65][CH:64]=2)=[N:56][NH:55]1. (2) Given the reactants [C:1]([NH:5][C:6](=[O:14])[C:7]1[CH:12]=[CH:11][C:10]([CH3:13])=[CH:9][CH:8]=1)([CH3:4])([CH3:3])[CH3:2].C([Li])(CC)C.C1CCCCC1.CN(C)[CH:28]=[O:29], predict the reaction product. The product is: [C:1]([N:5]1[CH:28]([OH:29])[C:8]2[C:7](=[CH:12][CH:11]=[C:10]([CH3:13])[CH:9]=2)[C:6]1=[O:14])([CH3:4])([CH3:3])[CH3:2]. (3) Given the reactants [CH2:1]([C:3]1[CH:4]=[C:5]2[C:10](=[CH:11][C:12]=1[OH:13])[O:9][CH:8]([C:14]([F:17])([F:16])[F:15])[C:7]([C:18]([OH:20])=[O:19])=[CH:6]2)[CH3:2].S(Cl)([Cl:24])(=O)=O, predict the reaction product. The product is: [Cl:24][C:11]1[C:12]([OH:13])=[C:3]([CH2:1][CH3:2])[CH:4]=[C:5]2[C:10]=1[O:9][CH:8]([C:14]([F:15])([F:16])[F:17])[C:7]([C:18]([OH:20])=[O:19])=[CH:6]2. (4) Given the reactants C(N(CC)CC)C.[CH2:8]([OH:11])[C:9]#[CH:10].Br[C:13]1[CH:18]=[CH:17][C:16]([CH2:19][N:20]2[C:24]([CH3:25])=[CH:23][C:22]([C:26]3[O:30][N:29]=[C:28]([C:31]4[CH:36]=[CH:35][C:34]([O:37][C:38]([F:41])([F:40])[F:39])=[CH:33][CH:32]=4)[N:27]=3)=[N:21]2)=[CH:15][N:14]=1, predict the reaction product. The product is: [CH3:25][C:24]1[N:20]([CH2:19][C:16]2[CH:17]=[CH:18][C:13]([C:10]#[C:9][CH2:8][OH:11])=[N:14][CH:15]=2)[N:21]=[C:22]([C:26]2[O:30][N:29]=[C:28]([C:31]3[CH:36]=[CH:35][C:34]([O:37][C:38]([F:41])([F:39])[F:40])=[CH:33][CH:32]=3)[N:27]=2)[CH:23]=1. (5) Given the reactants [CH2:1]([O:3][C:4]1[CH:12]=[C:11]2[C:7]([CH:8]=[N:9][NH:10]2)=[CH:6][C:5]=1[NH:13][C:14]1[C:15]2[C:22]3[CH2:23][CH2:24][CH:25]([C:27]([OH:29])=O)[CH2:26][C:21]=3[S:20][C:16]=2[N:17]=[CH:18][N:19]=1)[CH3:2].[CH:30]1([CH2:33][N:34]2[CH2:39][CH2:38][NH:37][CH2:36][CH2:35]2)[CH2:32][CH2:31]1, predict the reaction product. The product is: [CH:30]1([CH2:33][N:34]2[CH2:39][CH2:38][N:37]([C:27]([CH:25]3[CH2:24][CH2:23][C:22]4[C:15]5[C:14]([NH:13][C:5]6[CH:6]=[C:7]7[C:11](=[CH:12][C:4]=6[O:3][CH2:1][CH3:2])[NH:10][N:9]=[CH:8]7)=[N:19][CH:18]=[N:17][C:16]=5[S:20][C:21]=4[CH2:26]3)=[O:29])[CH2:36][CH2:35]2)[CH2:32][CH2:31]1. (6) Given the reactants [NH:1]([C:3]1[N:8]([CH2:9][CH:10]([CH3:12])[CH3:11])[C:7](=[O:13])[N:6]([CH3:14])[C:5](=[O:15])[CH:4]=1)[NH2:2].[Cl:16][C:17]1[CH:18]=[C:19]2[C:23](=[CH:24][CH:25]=1)[NH:22][CH:21]=[C:20]2[CH:26]=O.[CH:28]([C:30]1[N:34]([CH3:35])[CH:33]=[C:32]([C:36]([O:38][CH3:39])=[O:37])[CH:31]=1)=O, predict the reaction product. The product is: [Cl:16][C:17]1[CH:18]=[C:19]2[C:23](=[CH:24][CH:25]=1)[NH:22][CH:21]=[C:20]2[CH2:26][N:2]1[C:28]([C:30]2[N:34]([CH3:35])[CH:33]=[C:32]([C:36]([O:38][CH3:39])=[O:37])[CH:31]=2)=[C:4]2[C:3]([N:8]([CH2:9][CH:10]([CH3:11])[CH3:12])[C:7](=[O:13])[N:6]([CH3:14])[C:5]2=[O:15])=[N:1]1. (7) Given the reactants [NH2:1][C:2]1[C:3]([C:40](OC)=[O:41])=[N:4][C:5]([C:16]2[CH:21]=[CH:20][CH:19]=[C:18]([O:22][Si](C(C)(C)C)(C3C=CC=CC=3)C3C=CC=CC=3)[CH:17]=2)=[N:6][C:7]=1[NH:8][CH2:9][CH:10]1[CH2:15][CH2:14][O:13][CH2:12][CH2:11]1.[NH2:44]C1C(C(OC)=O)=NC(Cl)=NC=1NCC1CCOCC1.C([Si](C(C)C)(C(C)C)[O:68][C:69]1C=CC=C([Sn](C)(C)C)C=1)(C)C, predict the reaction product. The product is: [OH:22][C:18]1[CH:17]=[C:16]([C:5]2[N:6]=[C:7]3[C:2]([NH:1][C:69](=[O:68])[N:8]3[CH2:9][CH:10]3[CH2:11][CH2:12][O:13][CH2:14][CH2:15]3)=[C:3]([C:40]([NH2:44])=[O:41])[N:4]=2)[CH:21]=[CH:20][CH:19]=1. (8) The product is: [Br:1][C:2]1[C:3]([F:13])=[C:4]2[C:5]([CH2:10][CH2:9][C:8]2=[O:12])=[CH:6][CH:7]=1. Given the reactants [Br:1][C:2]1[C:3]([F:13])=[C:4]([C:8](=[O:12])[CH2:9][CH2:10]Cl)[CH:5]=[CH:6][CH:7]=1.[Al+3].[Cl-].[Cl-].[Cl-].[Na+].[Cl-], predict the reaction product. (9) Given the reactants Cl.[CH2:2]([N:9]1[CH2:14][CH2:13][C:12]2([CH2:23][C:22](=O)[C:21]3[C:16](=[CH:17][CH:18]=[C:19](/[CH:25]=[CH:26]/[C:27]([NH:29][OH:30])=[O:28])[CH:20]=3)[O:15]2)[CH2:11][CH2:10]1)[C:3]1[CH:8]=[CH:7][CH:6]=[CH:5][CH:4]=1.[NH2:31][OH:32].Cl.N1C=CC=CC=1, predict the reaction product. The product is: [CH2:2]([N:9]1[CH2:14][CH2:13][C:12]2([CH2:23][C:22](=[N:31][OH:32])[C:21]3[C:16](=[CH:17][CH:18]=[C:19](/[CH:25]=[CH:26]/[C:27]([NH:29][OH:30])=[O:28])[CH:20]=3)[O:15]2)[CH2:11][CH2:10]1)[C:3]1[CH:8]=[CH:7][CH:6]=[CH:5][CH:4]=1.